This data is from Catalyst prediction with 721,799 reactions and 888 catalyst types from USPTO. The task is: Predict which catalyst facilitates the given reaction. Reactant: [F:1][C:2]1[CH:3]=[N:4][CH:5]=[C:6]([OH:8])[CH:7]=1.[H-].[Na+].Br[CH2:12][C:13]1[CH:22]=[CH:21][C:20]([Cl:23])=[CH:19][C:14]=1[C:15]([O:17][CH3:18])=[O:16]. Product: [Cl:23][C:20]1[CH:21]=[CH:22][C:13]([CH2:12][O:8][C:6]2[CH:5]=[N:4][CH:3]=[C:2]([F:1])[CH:7]=2)=[C:14]([CH:19]=1)[C:15]([O:17][CH3:18])=[O:16]. The catalyst class is: 9.